This data is from Forward reaction prediction with 1.9M reactions from USPTO patents (1976-2016). The task is: Predict the product of the given reaction. Given the reactants [NH2:1][C@@H:2]1[CH2:11][C@@H:10]2[C@:5]([CH3:14])([CH2:6][CH2:7][CH2:8][C:9]2([CH3:13])[CH3:12])[C@@H:4]([C:15]([C:17]2[CH:18]=[C:19]([OH:24])[CH:20]=[C:21]([OH:23])[CH:22]=2)=[O:16])[C@@H:3]1[CH3:25].[NH:26]1[CH:30]=[CH:29][CH:28]=[C:27]1[CH:31]=O.C(O)(=O)C.C(O[BH-](OC(=O)C)OC(=O)C)(=O)C.[Na+], predict the reaction product. The product is: [CH3:25][C@@H:3]1[C@H:2]([NH:1][CH2:31][C:27]2[NH:26][CH:30]=[CH:29][CH:28]=2)[CH2:11][C@@H:10]2[C@:5]([CH3:14])([CH2:6][CH2:7][CH2:8][C:9]2([CH3:13])[CH3:12])[C@H:4]1[C:15]([C:17]1[CH:22]=[C:21]([OH:23])[CH:20]=[C:19]([OH:24])[CH:18]=1)=[O:16].